From a dataset of Reaction yield outcomes from USPTO patents with 853,638 reactions. Predict the reaction yield, written as a fraction of the theoretical maximum amount of product (1.0 means a 100% yield; for example, 0.34 means a 34% yield). (1) The reactants are C(N(CC)CC)C.[CH3:8][C@H:9]1[CH2:14][CH2:13][CH2:12][C@@H:11]([CH3:15])[NH:10]1.Br[CH2:17][C:18](OCC)=[O:19].[H-].[H-].[H-].[H-].[Li+].[Al+3].O.O.O.O.O.O.O.O.O.O.S([O-])([O-])(=O)=O.[Na+].[Na+]. The catalyst is C1COCC1.C(Cl)Cl.O. The product is [CH3:8][C@H:9]1[CH2:14][CH2:13][CH2:12][C@@H:11]([CH3:15])[N:10]1[CH2:17][CH2:18][OH:19]. The yield is 0.400. (2) The reactants are [C:1]([O:5][C:6]([N:8]1[CH2:13][CH2:12][CH:11]([NH:14][C:15]2[CH:20]=[CH:19][C:18]([Cl:21])=[CH:17][C:16]=2[CH2:22][CH2:23][C:24]([O:26]CC)=[O:25])[CH2:10][CH2:9]1)=[O:7])([CH3:4])([CH3:3])[CH3:2].[OH-].[Na+]. The catalyst is CO.O. The product is [C:1]([O:5][C:6]([N:8]1[CH2:13][CH2:12][CH:11]([NH:14][C:15]2[CH:20]=[CH:19][C:18]([Cl:21])=[CH:17][C:16]=2[CH2:22][CH2:23][C:24]([OH:26])=[O:25])[CH2:10][CH2:9]1)=[O:7])([CH3:4])([CH3:2])[CH3:3]. The yield is 0.730. (3) The reactants are [Cl:1][C:2]1[CH:11]=[CH:10][C:5]([C:6](=[N:8][OH:9])[NH2:7])=[CH:4][CH:3]=1.[OH-].C([N+](C)(C)C)C1C=CC=CC=1.[OH-].[Na+].[O:26]1[CH:30]=[CH:29][CH:28]=[C:27]1[C:31](Cl)=O. The catalyst is CC1CCCO1.O. The product is [Cl:1][C:2]1[CH:11]=[CH:10][C:5]([C:6]2[N:7]=[C:31]([C:27]3[O:26][CH:30]=[CH:29][CH:28]=3)[O:9][N:8]=2)=[CH:4][CH:3]=1. The yield is 0.680. (4) The reactants are CON(C)[C:4]([C:6]1[CH:7]=[C:8]([C:12]2[CH:17]=[CH:16][CH:15]=[CH:14][CH:13]=2)[CH:9]=[CH:10][CH:11]=1)=[O:5].[CH3:19][O:20][C:21]1[CH:22]=[C:23]([Mg]Br)[CH:24]=[C:25]([O:29][CH3:30])[C:26]=1[O:27][CH3:28]. The catalyst is C1COCC1. The product is [C:8]1([C:12]2[CH:13]=[CH:14][CH:15]=[CH:16][CH:17]=2)[CH:9]=[CH:10][CH:11]=[C:6]([C:4]([C:23]2[CH:24]=[C:25]([O:29][CH3:30])[C:26]([O:27][CH3:28])=[C:21]([O:20][CH3:19])[CH:22]=2)=[O:5])[CH:7]=1. The yield is 0.438. (5) The product is [Br:1][C:2]1[CH:7]=[CH:6][C:5]([C:11]#[C:12][CH3:13])=[CH:4][CH:3]=1. The reactants are [Br:1][C:2]1[CH:7]=[CH:6][C:5](I)=[CH:4][CH:3]=1.C[Si](C)(C)[C:11]#[C:12][CH3:13].[F-].C([N+](CCCC)(CCCC)CCCC)CCC. The yield is 0.730. The catalyst is Cl[Pd](Cl)([P](C1C=CC=CC=1)(C1C=CC=CC=1)C1C=CC=CC=1)[P](C1C=CC=CC=1)(C1C=CC=CC=1)C1C=CC=CC=1.[Cu]I.